Dataset: NCI-60 drug combinations with 297,098 pairs across 59 cell lines. Task: Regression. Given two drug SMILES strings and cell line genomic features, predict the synergy score measuring deviation from expected non-interaction effect. (1) Drug 1: C1=CC(=C2C(=C1NCCNCCO)C(=O)C3=C(C=CC(=C3C2=O)O)O)NCCNCCO. Drug 2: CS(=O)(=O)OCCCCOS(=O)(=O)C. Cell line: A498. Synergy scores: CSS=31.3, Synergy_ZIP=-0.00332, Synergy_Bliss=0.648, Synergy_Loewe=-15.0, Synergy_HSA=1.56. (2) Cell line: M14. Drug 2: COCCOC1=C(C=C2C(=C1)C(=NC=N2)NC3=CC=CC(=C3)C#C)OCCOC.Cl. Drug 1: C1C(C(OC1N2C=NC3=C(N=C(N=C32)Cl)N)CO)O. Synergy scores: CSS=52.5, Synergy_ZIP=-2.27, Synergy_Bliss=-1.43, Synergy_Loewe=-30.4, Synergy_HSA=-2.81. (3) Cell line: SNB-19. Drug 1: CC1C(C(CC(O1)OC2CC(CC3=C2C(=C4C(=C3O)C(=O)C5=C(C4=O)C(=CC=C5)OC)O)(C(=O)CO)O)N)O.Cl. Drug 2: CN(C(=O)NC(C=O)C(C(C(CO)O)O)O)N=O. Synergy scores: CSS=0.239, Synergy_ZIP=0.436, Synergy_Bliss=-0.0836, Synergy_Loewe=-4.30, Synergy_HSA=-2.45. (4) Drug 2: C1=CN(C=N1)CC(O)(P(=O)(O)O)P(=O)(O)O. Drug 1: COC1=C(C=C2C(=C1)N=CN=C2NC3=CC(=C(C=C3)F)Cl)OCCCN4CCOCC4. Synergy scores: CSS=47.2, Synergy_ZIP=-9.47, Synergy_Bliss=-4.65, Synergy_Loewe=-2.41, Synergy_HSA=-1.02. Cell line: 786-0. (5) Drug 1: CC1=CC=C(C=C1)C2=CC(=NN2C3=CC=C(C=C3)S(=O)(=O)N)C(F)(F)F. Drug 2: C(=O)(N)NO. Cell line: OVCAR-8. Synergy scores: CSS=-0.0425, Synergy_ZIP=0.276, Synergy_Bliss=0.622, Synergy_Loewe=-0.953, Synergy_HSA=-0.800. (6) Drug 1: C1=NC2=C(N1)C(=S)N=CN2. Drug 2: CC1=C(C(=O)C2=C(C1=O)N3CC4C(C3(C2COC(=O)N)OC)N4)N. Cell line: NCI/ADR-RES. Synergy scores: CSS=29.2, Synergy_ZIP=-6.78, Synergy_Bliss=-4.34, Synergy_Loewe=-5.78, Synergy_HSA=-0.750. (7) Drug 1: C1=CN(C(=O)N=C1N)C2C(C(C(O2)CO)O)O.Cl. Drug 2: C(=O)(N)NO. Cell line: SK-OV-3. Synergy scores: CSS=20.5, Synergy_ZIP=-4.89, Synergy_Bliss=3.26, Synergy_Loewe=-9.42, Synergy_HSA=1.00.